Predict the reactants needed to synthesize the given product. From a dataset of Full USPTO retrosynthesis dataset with 1.9M reactions from patents (1976-2016). (1) The reactants are: [Si]([O:8][CH:9]([C:22]1[O:23][C:24]([C:27]2[CH:32]=[CH:31][CH:30]=[CH:29][C:28]=2[F:33])=[CH:25][N:26]=1)[CH2:10][CH2:11][CH2:12][CH2:13][CH2:14][CH2:15][C:16]1[CH:21]=[CH:20][CH:19]=[CH:18][CH:17]=1)(C(C)(C)C)(C)C.[Si](OC(C1OC([Sn](CCCC)(CCCC)CCCC)=CN=1)CCCCCCC1C=CC=CC=1)(C(C)(C)C)(C)C.FC1C=CC=CC=1I. Given the product [F:33][C:28]1[CH:29]=[CH:30][CH:31]=[CH:32][C:27]=1[C:24]1[O:23][C:22]([C:9](=[O:8])[CH2:10][CH2:11][CH2:12][CH2:13][CH2:14][CH2:15][C:16]2[CH:17]=[CH:18][CH:19]=[CH:20][CH:21]=2)=[N:26][CH:25]=1, predict the reactants needed to synthesize it. (2) Given the product [O:46]=[S:43]1(=[O:47])[CH2:44][CH2:45][N:40]([C:4]([C:5]2[CH:10]=[CH:9][CH:8]=[CH:7][C:6]=2[C:11]2[CH:12]=[C:13]3[C:18](=[C:19]([OH:21])[CH:20]=2)[N:17]=[CH:16][NH:15][C:14]3=[O:38])=[O:3])[CH2:41][CH2:42]1, predict the reactants needed to synthesize it. The reactants are: C([O:3][C:4](=O)[C:5]1[CH:10]=[CH:9][CH:8]=[CH:7][C:6]=1[C:11]1[CH:12]=[C:13]2[C:18](=[C:19]([O:21]COCC[Si](C)(C)C)[CH:20]=1)[N:17]=[CH:16][N:15](COCC[Si](C)(C)C)[C:14]2=[O:38])C.[NH:40]1[CH2:45][CH2:44][S:43](=[O:47])(=[O:46])[CH2:42][CH2:41]1. (3) The reactants are: N(OC(C)(C)C)=O.[N+:8]1([O-:22])[C:13]2[CH:14]=[C:15]3[C:19](=[CH:20][C:12]=2[N:11]=[C:10](N)[N:9]=1)[CH2:18][CH2:17][CH2:16]3. Given the product [N+:8]1([O-:22])[C:13]2[CH:14]=[C:15]3[C:19](=[CH:20][C:12]=2[N:11]=[CH:10][N:9]=1)[CH2:18][CH2:17][CH2:16]3, predict the reactants needed to synthesize it. (4) Given the product [Cl:10][C:9]1[S:8][C:7]([NH:11][C:12](=[O:34])[C:13]([O:25][C:26]2[CH:31]=[CH:30][C:29]([F:32])=[CH:28][C:27]=2[F:33])([C:15]2[CH:20]=[CH:19][C:18]([S:21]([CH3:24])(=[O:23])=[O:22])=[CH:17][CH:16]=2)[CH3:14])=[N:6][C:5]=1[CH2:4][C:3]([OH:35])=[O:2], predict the reactants needed to synthesize it. The reactants are: C[O:2][C:3](=[O:35])[CH2:4][C:5]1[N:6]=[C:7]([NH:11][C:12](=[O:34])[C:13]([O:25][C:26]2[CH:31]=[CH:30][C:29]([F:32])=[CH:28][C:27]=2[F:33])([C:15]2[CH:20]=[CH:19][C:18]([S:21]([CH3:24])(=[O:23])=[O:22])=[CH:17][CH:16]=2)[CH3:14])[S:8][C:9]=1[Cl:10].C(O)C.O.[OH-].[Li+].